This data is from Retrosynthesis with 50K atom-mapped reactions and 10 reaction types from USPTO. The task is: Predict the reactants needed to synthesize the given product. (1) Given the product CC(C)(C)OC(=O)NCCOc1ccc(C=O)cc1, predict the reactants needed to synthesize it. The reactants are: CC(C)(C)OC(=O)NCCO.O=Cc1ccc(O)cc1. (2) Given the product C[C@]12CC[C@H]3[C@@H](C(=O)NC4CC(=O)CC[C@@]43C)[C@@H]1CCC2=O, predict the reactants needed to synthesize it. The reactants are: C[C@]12CC[C@H]3[C@@H](C(=O)NC4C[C@@H](O)CC[C@@]43C)[C@@H]1CCC2=O. (3) Given the product CC(C)(C)N1C(=O)C=C(c2cccc(N)c2)S1(=O)=O, predict the reactants needed to synthesize it. The reactants are: CC(C)(C)OC(=O)Nc1cccc(C2=CC(=O)N(C(C)(C)C)S2(=O)=O)c1.